This data is from Forward reaction prediction with 1.9M reactions from USPTO patents (1976-2016). The task is: Predict the product of the given reaction. (1) Given the reactants [CH:1]([N:4]1[C:8]([C:9]2[S:10][C:11]3[CH2:12][CH2:13][O:14][C:15]4[CH:22]=[CH:21][C:20]([C:23]5[C:24](=[O:29])[NH:25][CH:26]=[CH:27][CH:28]=5)=[CH:19][C:16]=4[C:17]=3[N:18]=2)=[N:7][CH:6]=[N:5]1)([CH3:3])[CH3:2].Cl.Cl[CH2:32][CH2:33][N:34]1[CH2:39][CH2:38][O:37][CH2:36][CH2:35]1, predict the reaction product. The product is: [CH:1]([N:4]1[C:8]([C:9]2[S:10][C:11]3[CH2:12][CH2:13][O:14][C:15]4[CH:22]=[CH:21][C:20]([C:23]5[C:24](=[O:29])[N:25]([CH2:32][CH2:33][N:34]6[CH2:39][CH2:38][O:37][CH2:36][CH2:35]6)[CH:26]=[CH:27][CH:28]=5)=[CH:19][C:16]=4[C:17]=3[N:18]=2)=[N:7][CH:6]=[N:5]1)([CH3:3])[CH3:2]. (2) Given the reactants Cl.[Cl:2][C:3]1[N:8]=[CH:7][C:6]([C:9]2[N:10]=[CH:11][N:12](C(C3C=CC=CC=3)(C3C=CC=CC=3)C3C=CC=CC=3)[CH:13]=2)=[CH:5][N:4]=1, predict the reaction product. The product is: [Cl:2][C:3]1[N:4]=[CH:5][C:6]([C:9]2[N:10]=[CH:11][NH:12][CH:13]=2)=[CH:7][N:8]=1. (3) Given the reactants [O:1]=[S:2]1(=[O:31])[CH2:7][CH:6]=[C:5]([C:8]2[CH:13]=[CH:12][C:11]([N:14]3[CH2:18][C@H:17]([CH2:19][N:20]4[CH:24]=[C:23]([CH:25]=[C:26](Br)[Br:27])[N:22]=[N:21]4)[O:16][C:15]3=[O:29])=[CH:10][C:9]=2[F:30])[CH2:4][CH2:3]1.C(OP([O-])OCC)C.C(N(CC)CC)C, predict the reaction product. The product is: [O:31]=[S:2]1(=[O:1])[CH2:3][CH:4]=[C:5]([C:8]2[CH:13]=[CH:12][C:11]([N:14]3[CH2:18][C@H:17]([CH2:19][N:20]4[CH:24]=[C:23](/[CH:25]=[CH:26]/[Br:27])[N:22]=[N:21]4)[O:16][C:15]3=[O:29])=[CH:10][C:9]=2[F:30])[CH2:6][CH2:7]1. (4) Given the reactants [CH3:1][O:2][C:3]([C:5]1([C:8]2[CH:13]=[CH:12][C:11]([O:14][CH3:15])=[CH:10][CH:9]=2)[CH2:7][CH2:6]1)=[O:4].[CH2:16]([Cl:19])OC, predict the reaction product. The product is: [CH3:1][O:2][C:3]([C:5]1([C:8]2[CH:9]=[CH:10][C:11]([O:14][CH3:15])=[C:12]([CH2:16][Cl:19])[CH:13]=2)[CH2:6][CH2:7]1)=[O:4]. (5) Given the reactants [CH3:1][C:2]1[C:11]2[CH2:10][CH2:9][CH2:8][C:7](=O)[C:6]=2[CH:5]=[C:4]([CH3:13])[C:3]=1[NH:14][C:15](=[O:21])[CH2:16][C:17]([CH3:20])([CH3:19])[CH3:18].[F:22][C:23]1[CH:29]=[CH:28][C:26]([NH2:27])=[CH:25][CH:24]=1.CC1C=CC(S(O)(=O)=O)=CC=1.C([BH3-])#N.[Na+], predict the reaction product. The product is: [F:22][C:23]1[CH:29]=[CH:28][C:26]([NH:27][CH:7]2[CH2:8][CH2:9][CH2:10][C:11]3[C:2]([CH3:1])=[C:3]([NH:14][C:15](=[O:21])[CH2:16][C:17]([CH3:20])([CH3:19])[CH3:18])[C:4]([CH3:13])=[CH:5][C:6]2=3)=[CH:25][CH:24]=1. (6) Given the reactants [NH3:1].[F:2][C:3]1[N:8]=[C:7]([F:9])[CH:6]=[CH:5][N:4]=1, predict the reaction product. The product is: [F:9][C:7]1[CH:6]=[CH:5][N:4]=[C:3]([NH2:1])[N:8]=1.[F:2][C:3]1[N:8]=[C:7]([NH2:1])[CH:6]=[CH:5][N:4]=1. (7) Given the reactants C(=O)([O:7][C:8]1[N:12]([C:13]2[CH:18]=[CH:17][CH:16]=[CH:15][N:14]=2)[N:11]=[C:10]([C:19]2[CH:20]=[C:21]([C:25]3[CH:30]=[CH:29][CH:28]=[CH:27][C:26]=3[O:31][C:32]3[CH:37]=[CH:36][CH:35]=[CH:34][CH:33]=3)[CH:22]=[CH:23][CH:24]=2)[CH:9]=1)OC(C)(C)C.C(=O)(OC(C)(C)C)OC1N(C2C=CC=CN=2)N=C(C2C=CC(C3C=CC=CC=3)=CC=2)C=1, predict the reaction product. The product is: [O:31]([C:26]1[CH:27]=[CH:28][CH:29]=[CH:30][C:25]=1[C:21]1[CH:22]=[CH:23][CH:24]=[C:19]([C:10]2[CH:9]=[C:8]([OH:7])[N:12]([C:13]3[CH:18]=[CH:17][CH:16]=[CH:15][N:14]=3)[N:11]=2)[CH:20]=1)[C:32]1[CH:37]=[CH:36][CH:35]=[CH:34][CH:33]=1.